From a dataset of Full USPTO retrosynthesis dataset with 1.9M reactions from patents (1976-2016). Predict the reactants needed to synthesize the given product. (1) Given the product [CH3:12][O:11][C:7]1[CH:6]=[C:5]2[C:10]([CH2:2][N:15]([CH2:16][C@H:17]3[CH2:18][CH2:19][C@H:20]([C:23]([O:25][CH3:26])=[O:24])[CH2:21][CH2:22]3)[C:4]2=[O:13])=[CH:9][CH:8]=1, predict the reactants needed to synthesize it. The reactants are: O[CH:2]1[C:10]2[C:5](=[CH:6][C:7]([O:11][CH3:12])=[CH:8][CH:9]=2)[C:4](=[O:13])O1.Cl.[NH2:15][CH2:16][C@H:17]1[CH2:22][CH2:21][C@H:20]([C:23]([O:25][CH3:26])=[O:24])[CH2:19][CH2:18]1.CCN(C(C)C)C(C)C.[BH-](OC(C)=O)(OC(C)=O)OC(C)=O.[Na+]. (2) Given the product [Cl:9][C:10]1[N:15]=[C:14]([C:3]2[CH:4]=[CH:5][S:1][CH:2]=2)[CH:13]=[CH:12][N:11]=1, predict the reactants needed to synthesize it. The reactants are: [S:1]1[CH:5]=[CH:4][C:3](B(O)O)=[CH:2]1.[Cl:9][C:10]1[N:15]=[C:14](Cl)[CH:13]=[CH:12][N:11]=1.C([O-])([O-])=O.[Na+].[Na+]. (3) Given the product [CH3:14][Si:13]([CH3:16])([CH3:15])[CH2:12][CH2:11][O:10][C:8]([C:7]1[CH:6]=[C:5]([S:2]([NH:23][C:24]2[CH:33]=[CH:32][CH:31]=[CH:30][C:25]=2[C:26]([O:28][CH3:29])=[O:27])(=[O:4])=[O:3])[CH:19]=[CH:18][CH:17]=1)=[O:9], predict the reactants needed to synthesize it. The reactants are: Cl[S:2]([C:5]1[CH:6]=[C:7]([CH:17]=[CH:18][CH:19]=1)[C:8]([O:10][CH2:11][CH2:12][Si:13]([CH3:16])([CH3:15])[CH3:14])=[O:9])(=[O:4])=[O:3].C(Cl)Cl.[NH2:23][C:24]1[CH:33]=[CH:32][CH:31]=[CH:30][C:25]=1[C:26]([O:28][CH3:29])=[O:27].C(O)(=O)CC(CC(O)=O)(C(O)=O)O. (4) The reactants are: Cl[C:2]1[C:11]2[C:6](=[CH:7][C:8]([O:12][CH3:13])=[CH:9][CH:10]=2)[N:5]=[C:4]([N:14]2[CH:18]=[CH:17][C:16]([NH:19][CH:20]([CH3:22])[CH3:21])=[N:15]2)[CH:3]=1.O.C([O-])(=[O:26])C.[Na+]. Given the product [OH:26][C:2]1[C:11]2[C:6](=[CH:7][C:8]([O:12][CH3:13])=[CH:9][CH:10]=2)[N:5]=[C:4]([N:14]2[CH:18]=[CH:17][C:16]([NH:19][CH:20]([CH3:22])[CH3:21])=[N:15]2)[CH:3]=1, predict the reactants needed to synthesize it. (5) Given the product [Br:1][C:2]1[S:6][C:5]([C:7]([C:10]2[N:14]([CH:15]3[CH2:17][CH2:16]3)[C:13]([CH:18]3[CH2:21][C:20](=[O:23])[CH2:19]3)=[N:12][N:11]=2)([CH3:9])[CH3:8])=[CH:4][CH:3]=1, predict the reactants needed to synthesize it. The reactants are: [Br:1][C:2]1[S:6][C:5]([C:7]([C:10]2[N:14]([CH:15]3[CH2:17][CH2:16]3)[C:13]([CH:18]3[CH2:21][C:20](=C)[CH2:19]3)=[N:12][N:11]=2)([CH3:9])[CH3:8])=[CH:4][CH:3]=1.[O:23]=[O+][O-].O=O.CS(C)=O. (6) Given the product [C:17]([O:9][CH:3]1[CH:4]2[CH:5]([O:6][CH2:7][CH2:8]2)[O:1][CH2:2]1)(=[O:19])[CH3:18], predict the reactants needed to synthesize it. The reactants are: [O:1]1[CH:5]2[O:6][CH2:7][CH2:8][CH:4]2[CH:3]([OH:9])[CH2:2]1.C(N(CC)CC)C.[C:17](OC(=O)C)(=[O:19])[CH3:18]. (7) Given the product [C:34]([O-:44])(=[O:43])[C@H:35]([C:37]1[CH:42]=[CH:41][CH:40]=[CH:39][CH:38]=1)[OH:36].[NH2:21][CH2:20][C@@H:4]1[O:3][C:2](=[O:1])[N:6]([C:7]2[CH:12]=[CH:11][C:10]([N:13]3[CH2:18][CH2:17][O:16][CH2:15][C:14]3=[O:19])=[CH:9][CH:8]=2)[CH2:5]1, predict the reactants needed to synthesize it. The reactants are: [O:1]=[C:2]1[N:6]([C:7]2[CH:12]=[CH:11][C:10]([N:13]3[CH2:18][CH2:17][O:16][CH2:15][C:14]3=[O:19])=[CH:9][CH:8]=2)[CH2:5][C@H:4]([CH2:20][N:21]2C(=O)C3C(=CC=CC=3)C2=O)[O:3]1.CN.[C:34]([OH:44])(=[O:43])[CH:35]([C:37]1[CH:42]=[CH:41][CH:40]=[CH:39][CH:38]=1)[OH:36]. (8) Given the product [Br:10][CH2:8][C:5]1[CH:6]=[CH:7][C:2]([F:1])=[C:3]([I:9])[CH:4]=1, predict the reactants needed to synthesize it. The reactants are: [F:1][C:2]1[CH:7]=[CH:6][C:5]([CH3:8])=[CH:4][C:3]=1[I:9].[Br:10]N1C(=O)CCC1=O. (9) Given the product [NH2:22][C:18]1[CH:17]=[C:16]([CH2:15][CH2:14][C:12]2[NH:11][C:8]3=[CH:9][C:10]4[C:2]([CH3:32])([CH3:1])[C:3](=[O:31])[N:4]([CH2:26][CH2:27][CH2:28][CH2:29][CH3:30])[C:5]=4[CH:6]=[C:7]3[N:13]=2)[CH:21]=[CH:20][CH:19]=1, predict the reactants needed to synthesize it. The reactants are: [CH3:1][C:2]1([CH3:32])[C:10]2[CH:9]=[C:8]3[NH:11][C:12]([CH2:14][CH2:15][C:16]4[CH:17]=[C:18]([NH:22]C(=O)C)[CH:19]=[CH:20][CH:21]=4)=[N:13][C:7]3=[CH:6][C:5]=2[N:4]([CH2:26][CH2:27][CH2:28][CH2:29][CH3:30])[C:3]1=[O:31]. (10) Given the product [Br:1][C:2]1[C:10]2[C:9]([N:19]3[CH:12]4[CH2:18][CH2:17][CH:16]3[CH2:15][CH:14]([CH2:20][OH:21])[CH2:13]4)=[N:8][CH:7]=[N:6][C:5]=2[S:4][CH:3]=1, predict the reactants needed to synthesize it. The reactants are: [Br:1][C:2]1[C:10]2[C:9](Cl)=[N:8][CH:7]=[N:6][C:5]=2[S:4][CH:3]=1.[CH:12]12[NH:19][CH:16]([CH2:17][CH2:18]1)[CH2:15][CH:14]([CH2:20][OH:21])[CH2:13]2.C(=O)([O-])[O-].[K+].[K+].CO.